Dataset: Full USPTO retrosynthesis dataset with 1.9M reactions from patents (1976-2016). Task: Predict the reactants needed to synthesize the given product. (1) Given the product [N:5]([C:8]1[N:9]([CH2:16][O:17][CH2:18][CH2:19][Si:20]([CH3:23])([CH3:22])[CH3:21])[C:10]([C:14]([OH:1])=[O:15])=[C:11]([Cl:13])[N:12]=1)=[N+:6]=[N-:7], predict the reactants needed to synthesize it. The reactants are: [O-:1]Cl=O.[Na+].[N:5]([C:8]1[N:9]([CH2:16][O:17][CH2:18][CH2:19][Si:20]([CH3:23])([CH3:22])[CH3:21])[C:10]([CH:14]=[O:15])=[C:11]([Cl:13])[N:12]=1)=[N+:6]=[N-:7].CC(=CC)C. (2) Given the product [C:25]([NH:24][C:21]1[CH:22]=[CH:23][C:18]([NH:17][C:15](=[S:16])[NH:14][C:10]2[CH:11]=[C:12]([Cl:13])[C:7]([O:6][CH2:5][C:4]([OH:29])=[O:3])=[C:8]([Cl:28])[CH:9]=2)=[CH:19][CH:20]=1)(=[O:27])[CH3:26], predict the reactants needed to synthesize it. The reactants are: C([O:3][C:4](=[O:29])[CH2:5][O:6][C:7]1[C:12]([Cl:13])=[CH:11][C:10]([NH:14][C:15]([NH:17][C:18]2[CH:23]=[CH:22][C:21]([NH:24][C:25](=[O:27])[CH3:26])=[CH:20][CH:19]=2)=[S:16])=[CH:9][C:8]=1[Cl:28])C.O1CCCC1.[OH-].[Na+].Cl.